Dataset: Full USPTO retrosynthesis dataset with 1.9M reactions from patents (1976-2016). Task: Predict the reactants needed to synthesize the given product. (1) Given the product [ClH:1].[Cl:1][C:2]1[C:7]2[N:6]([CH:10]=[N:9][CH:8]=2)[C:5]([N:12]2[CH2:17][CH2:16][NH:15][CH2:14][CH2:13]2)=[C:4]([C:25]([O:27][CH3:28])=[O:26])[CH:3]=1, predict the reactants needed to synthesize it. The reactants are: [Cl:1][C:2]1[CH:3]=[C:4]([C:25]([O:27][CH3:28])=[O:26])[C:5]([N:12]2[CH2:17][CH2:16][N:15](C(OC(C)(C)C)=O)[CH2:14][CH2:13]2)=[N:6][C:7]=1[CH2:8][NH:9][CH:10]=O.P(Cl)(Cl)(Cl)=O. (2) Given the product [CH2:24]([C:6]1[C:7]([CH3:9])=[CH:8][C:3]([CH:1]=[O:2])=[CH:4][C:5]=1[CH3:18])[CH:19]=[CH2:20], predict the reactants needed to synthesize it. The reactants are: [CH:1]([C:3]1[CH:8]=[C:7]([CH3:9])[C:6](OS(C(F)(F)F)(=O)=O)=[C:5]([CH3:18])[CH:4]=1)=[O:2].[C:19]1(P(C2C=CC=CC=2)C2C=CC=CC=2)[CH:24]=CC=C[CH:20]=1.[Li+].[Cl-].C(C1C=C(C)C=C(C(C)(C)C)C=1O)(C)(C)C. (3) The reactants are: BrC1C=CC(C([NH:8][CH2:9][CH2:10][C:11]2[CH:16]=[CH:15][C:14]([CH:17]3[CH2:21][CH2:20][CH2:19][N:18]3[CH3:22])=[CH:13][CH:12]=2)=O)=CC=1.O. Given the product [CH3:22][N:18]1[CH2:19][CH2:20][CH2:21][CH:17]1[C:14]1[CH:15]=[CH:16][C:11]([CH2:10][CH2:9][NH2:8])=[CH:12][CH:13]=1, predict the reactants needed to synthesize it. (4) Given the product [Cl:1][C:2]1[N:3]=[C:4]([CH:29]=[O:30])[NH:5][C:6]=1[C:7]([NH:9][CH2:10][C:11]1[CH:16]=[CH:15][C:14]([Cl:17])=[C:13]([O:18][C:19]2[CH:24]=[C:23]([C:25]#[N:26])[CH:22]=[C:21]([Cl:27])[CH:20]=2)[C:12]=1[F:28])=[O:8], predict the reactants needed to synthesize it. The reactants are: [Cl:1][C:2]1[N:3]=[C:4]([CH2:29][OH:30])[NH:5][C:6]=1[C:7]([NH:9][CH2:10][C:11]1[CH:16]=[CH:15][C:14]([Cl:17])=[C:13]([O:18][C:19]2[CH:24]=[C:23]([C:25]#[N:26])[CH:22]=[C:21]([Cl:27])[CH:20]=2)[C:12]=1[F:28])=[O:8]. (5) Given the product [C:39]([O:35][C:34]1[C:29]([C:28](=[O:38])[NH:27][C@H:12]2[CH2:11][O:10][CH2:9][C@H:8]([CH2:1][C:2]3[CH:7]=[CH:6][CH:5]=[CH:4][CH:3]=3)[C@@H:16]([CH2:17][O:18][C:19]3[CH:24]=[CH:23][CH:22]=[CH:21][CH:20]=3)[C@H:15]([CH3:25])[O:14][C:13]2=[O:26])=[N:30][CH:31]=[CH:32][C:33]=1[O:36][CH3:37])(=[O:41])[CH3:40], predict the reactants needed to synthesize it. The reactants are: [CH2:1]([C@@H:8]1[C@@H:16]([CH2:17][O:18][C:19]2[CH:24]=[CH:23][CH:22]=[CH:21][CH:20]=2)[C@H:15]([CH3:25])[O:14][C:13](=[O:26])[C@@H:12]([NH:27][C:28](=[O:38])[C:29]2[C:34]([OH:35])=[C:33]([O:36][CH3:37])[CH:32]=[CH:31][N:30]=2)[CH2:11][O:10][CH2:9]1)[C:2]1[CH:7]=[CH:6][CH:5]=[CH:4][CH:3]=1.[C:39](Cl)(=[O:41])[CH3:40].